From a dataset of Forward reaction prediction with 1.9M reactions from USPTO patents (1976-2016). Predict the product of the given reaction. (1) Given the reactants [OH2:1].[OH-].[Li+].[Cl:4][C:5]1[CH:10]=[CH:9][C:8]([CH:11]2[C:15](=[O:16])[N:14]([C:17]([O:19][C:20]([CH3:23])([CH3:22])[CH3:21])=[O:18])[C:13]([CH3:25])([CH3:24])[CH2:12]2)=[CH:7][CH:6]=1, predict the reaction product. The product is: [C:20]([O:19][C:17]([NH:14][C:13]([CH3:25])([CH3:24])[CH2:12][CH:11]([C:8]1[CH:9]=[CH:10][C:5]([Cl:4])=[CH:6][CH:7]=1)[C:15]([OH:1])=[O:16])=[O:18])([CH3:23])([CH3:22])[CH3:21]. (2) Given the reactants [C:1]([CH2:3][N:4]1[CH:8]=[CH:7][C:6]([C:9]2[C:14]([F:15])=[CH:13][CH:12]=[CH:11][C:10]=2[F:16])=[N:5]1)#[N:2].[H-].[Na+].[CH3:19][N:20]1[C:24]([Cl:25])=[C:23]([C:26](N2C=CC=N2)=[O:27])[C:22]([Cl:33])=[N:21]1.O, predict the reaction product. The product is: [F:15][C:14]1[CH:13]=[CH:12][CH:11]=[C:10]([F:16])[C:9]=1[C:6]1[CH:7]=[CH:8][N:4]([C:3](=[C:26]([C:23]2[C:22]([Cl:33])=[N:21][N:20]([CH3:19])[C:24]=2[Cl:25])[OH:27])[C:1]#[N:2])[N:5]=1. (3) Given the reactants [O:1]1[CH2:5][CH2:4][CH2:3][C@H:2]1[CH2:6][O:7][C:8]1[CH:9]=[C:10]2[C:15](=[CH:16][CH:17]=1)[C:14](=[O:18])O[CH:12]=[CH:11]2.[C:19]([O:23][C:24]([N:26]1[CH2:32][CH2:31][CH2:30][N:29]([C:33]2[CH:38]=[CH:37][C:36]([NH2:39])=[CH:35][C:34]=2[O:40][CH3:41])[CH2:28][CH2:27]1)=[O:25])([CH3:22])([CH3:21])[CH3:20], predict the reaction product. The product is: [C:19]([O:23][C:24]([N:26]1[CH2:32][CH2:31][CH2:30][N:29]([C:33]2[CH:38]=[CH:37][C:36]([N:39]3[CH:12]=[CH:11][C:10]4[C:15](=[CH:16][CH:17]=[C:8]([O:7][CH2:6][C@@H:2]5[CH2:3][CH2:4][CH2:5][O:1]5)[CH:9]=4)[C:14]3=[O:18])=[CH:35][C:34]=2[O:40][CH3:41])[CH2:28][CH2:27]1)=[O:25])([CH3:22])([CH3:21])[CH3:20]. (4) The product is: [P:30]([O:33][CH3:34])([O:31][CH3:32])([O:4][C:3]([C:5]1[C:13]2[C:8](=[CH:9][C:10]([O:14][CH3:15])=[CH:11][CH:12]=2)[N:7]([CH2:16][C:17]([N:19]([CH2:22][CH2:23][C:24]([CH3:27])([CH3:26])[CH3:25])[CH2:20][CH3:21])=[O:18])[N:6]=1)=[C:2]([CH3:29])[CH3:28])=[O:35]. Given the reactants Br[C:2]([CH3:29])([CH3:28])[C:3]([C:5]1[C:13]2[C:8](=[CH:9][C:10]([O:14][CH3:15])=[CH:11][CH:12]=2)[N:7]([CH2:16][C:17]([N:19]([CH2:22][CH2:23][C:24]([CH3:27])([CH3:26])[CH3:25])[CH2:20][CH3:21])=[O:18])[N:6]=1)=[O:4].[P:30]([O:35]C)([O:33][CH3:34])[O:31][CH3:32], predict the reaction product. (5) Given the reactants Cl[CH2:2][C:3]1[CH:8]=[CH:7][C:6]([C@H:9]2[C@H:14]([O:15][Si:16]([CH:23]([CH3:25])[CH3:24])([CH:20]([CH3:22])[CH3:21])[CH:17]([CH3:19])[CH3:18])[CH2:13][NH:12][CH2:11][C@@H:10]2[O:26][CH:27]([C:38]2[CH:39]=[CH:40][C:41]3[O:46][CH2:45][CH2:44][N:43]([CH2:47][CH2:48][CH2:49][O:50][CH3:51])[C:42]=3[CH:52]=2)[S:28]([C:31]2[CH:36]=[CH:35][C:34]([CH3:37])=[CH:33][CH:32]=2)(=[O:30])=[O:29])=[CH:5][CH:4]=1.[CH3:53][C@@H:54]([C@@H:57]([O:59][CH:60]1[CH2:65][CH2:64][CH2:63][CH2:62][O:61]1)[CH3:58])[CH2:55][OH:56], predict the reaction product. The product is: [CH3:51][O:50][CH2:49][CH2:48][CH2:47][N:43]1[C:42]2[CH:52]=[C:38]([CH:27]([O:26][C@@H:10]3[C@@H:9]([C:6]4[CH:7]=[CH:8][C:3]([CH2:2][O:56][CH2:55][C@@H:54]([CH3:53])[C@@H:57]([O:59][CH:60]5[CH2:65][CH2:64][CH2:63][CH2:62][O:61]5)[CH3:58])=[CH:4][CH:5]=4)[C@H:14]([O:15][Si:16]([CH:17]([CH3:19])[CH3:18])([CH:23]([CH3:24])[CH3:25])[CH:20]([CH3:21])[CH3:22])[CH2:13][NH:12][CH2:11]3)[S:28]([C:31]3[CH:36]=[CH:35][C:34]([CH3:37])=[CH:33][CH:32]=3)(=[O:29])=[O:30])[CH:39]=[CH:40][C:41]=2[O:46][CH2:45][CH2:44]1. (6) Given the reactants FC(F)(F)S(O[C:7]1[C:11]2[C:12]([O:17][CH3:18])=[N:13][CH:14]=[C:15]([Cl:16])[C:10]=2[N:9]([C:19]2[C:24]([F:25])=[CH:23][CH:22]=[CH:21][C:20]=2[F:26])[N:8]=1)(=O)=O.CC1(C)C(C)(C)OB([C:37]2[CH:49]=[CH:48][C:40]([O:41][CH2:42][C:43]([O:45]CC)=[O:44])=[CH:39][CH:38]=2)O1.C(=O)([O-])[O-].[Cs+].[Cs+], predict the reaction product. The product is: [Cl:16][C:15]1[C:10]2[N:9]([C:19]3[C:24]([F:25])=[CH:23][CH:22]=[CH:21][C:20]=3[F:26])[N:8]=[C:7]([C:37]3[CH:49]=[CH:48][C:40]([O:41][CH2:42][C:43]([OH:45])=[O:44])=[CH:39][CH:38]=3)[C:11]=2[C:12]([O:17][CH3:18])=[N:13][CH:14]=1. (7) Given the reactants Cl.[Br:2][C:3]1[C:4]([C@@H:9]([NH2:19])[CH2:10][C:11]2[CH:16]=[C:15]([F:17])[CH:14]=[C:13]([F:18])[CH:12]=2)=[N:5][CH:6]=[CH:7][CH:8]=1.[CH3:20][C:21]1[C:33]([CH3:34])=[CH:32][C:24]2[N:25]([CH2:28][C:29](O)=[O:30])[CH:26]=[N:27][C:23]=2[CH:22]=1, predict the reaction product. The product is: [Br:2][C:3]1[C:4]([C@@H:9]([NH:19][C:29](=[O:30])[CH2:28][N:25]2[C:24]3[CH:32]=[C:33]([CH3:34])[C:21]([CH3:20])=[CH:22][C:23]=3[N:27]=[CH:26]2)[CH2:10][C:11]2[CH:12]=[C:13]([F:18])[CH:14]=[C:15]([F:17])[CH:16]=2)=[N:5][CH:6]=[CH:7][CH:8]=1. (8) Given the reactants [CH3:1][C:2]1[C:3]([CH2:41][CH2:42][C:43]([O:45]CC2C=CC=CC=2)=[O:44])=[C:4]([CH3:40])[C:5]2[C:13]3[C:8](=[CH:9][CH:10]=[CH:11][CH:12]=3)[N:7]([CH2:14][C:15]3[CH:20]=[CH:19][C:18]([C@H:21]([CH:33]4[CH2:38][CH2:37][O:36][CH2:35][CH2:34]4)[C:22](=[O:32])[N:23]4[CH2:28][CH2:27][N:26]([CH2:29][CH2:30][CH3:31])[CH2:25][CH2:24]4)=[CH:17][CH:16]=3)[C:6]=2[N:39]=1.[H][H], predict the reaction product. The product is: [CH3:1][C:2]1[C:3]([CH2:41][CH2:42][C:43]([OH:45])=[O:44])=[C:4]([CH3:40])[C:5]2[C:13]3[C:8](=[CH:9][CH:10]=[CH:11][CH:12]=3)[N:7]([CH2:14][C:15]3[CH:20]=[CH:19][C:18]([C@H:21]([CH:33]4[CH2:34][CH2:35][O:36][CH2:37][CH2:38]4)[C:22](=[O:32])[N:23]4[CH2:24][CH2:25][N:26]([CH2:29][CH2:30][CH3:31])[CH2:27][CH2:28]4)=[CH:17][CH:16]=3)[C:6]=2[N:39]=1.